From a dataset of Full USPTO retrosynthesis dataset with 1.9M reactions from patents (1976-2016). Predict the reactants needed to synthesize the given product. (1) Given the product [Cl:1][C:2]1[CH:3]=[CH:4][C:5]([OH:11])=[C:6]([C:13]2[CH:18]=[CH:17][N:16]=[C:15]([CH:19]=[O:20])[CH:14]=2)[CH:7]=1, predict the reactants needed to synthesize it. The reactants are: [Cl:1][C:2]1[CH:3]=[CH:4][C:5]([OH:11])=[C:6](B(O)O)[CH:7]=1.Br[C:13]1[CH:18]=[CH:17][N:16]=[C:15]([CH:19]=[O:20])[CH:14]=1.C(=O)([O-])[O-].[K+].[K+].O1CCOCC1. (2) Given the product [C:1]1([S:7]([NH2:10])(=[O:9])=[O:8])[CH:6]=[CH:5][CH:4]=[CH:3][CH:2]=1.[C:23]1([PH:16][C:17]2[CH:18]=[CH:19][CH:20]=[CH:21][CH:22]=2)[CH:24]=[CH:25][CH:26]=[CH:27][CH:28]=1, predict the reactants needed to synthesize it. The reactants are: [C:1]1([S:7]([NH2:10])(=[O:9])=[O:8])[CH:6]=[CH:5][CH:4]=[CH:3][CH:2]=1.[Li]CCCC.[P:16](Cl)([C:23]1[CH:28]=[CH:27][CH:26]=[CH:25][CH:24]=1)[C:17]1[CH:22]=[CH:21][CH:20]=[CH:19][CH:18]=1.